From a dataset of Reaction yield outcomes from USPTO patents with 853,638 reactions. Predict the reaction yield, written as a fraction of the theoretical maximum amount of product (1.0 means a 100% yield; for example, 0.34 means a 34% yield). (1) The reactants are [C:1]([Si:5]([CH3:20])([CH3:19])[O:6][CH2:7][CH2:8][CH2:9][S@:10]([C:13]1[CH:18]=[CH:17][CH:16]=[CH:15][CH:14]=1)(=[NH:12])=[O:11])([CH3:4])([CH3:3])[CH3:2].C(N(CC)C(C)C)(C)C.[Br:30][C:31]1([CH:39]=[CH:38][CH:37]=[N:36][CH2:35]1)C(O)=O.F[P-](F)(F)(F)(F)F.N1(O[P+](N(C)C)(N(C)C)N(C)C)C2C=CC=CC=2N=N1.[C:67]([O-:70])(O)=O.[Na+]. The catalyst is CN(C=O)C. The product is [Br:30][C:31]1[CH:35]=[N:36][CH:37]=[C:38]([CH:39]=1)[C:67]([N:12]=[S@@:10]([CH2:9][CH2:8][CH2:7][O:6][Si:5]([C:1]([CH3:2])([CH3:4])[CH3:3])([CH3:20])[CH3:19])(=[O:11])[C:13]1[CH:18]=[CH:17][CH:16]=[CH:15][CH:14]=1)=[O:70]. The yield is 0.970. (2) The reactants are [NH2:1][C:2]1[N:6]([CH3:7])[N:5]=[C:4]([CH:8]2[CH2:12][CH2:11][N:10]([C:13]([O:15][CH2:16][C:17]3[CH:22]=[CH:21][CH:20]=[CH:19][CH:18]=3)=[O:14])[CH2:9]2)[C:3]=1[C:23]1[CH2:28][CH2:27][CH2:26][CH2:25][CH:24]=1.C(N=[C:32]=[O:33])C. The catalyst is N1C=CC=CC=1. The product is [CH3:7][N:6]1[C:2]2[NH:1][C:32](=[O:33])[C:24]3[CH2:25][CH2:26][CH2:27][CH2:28][C:23]=3[C:3]=2[C:4]([CH:8]2[CH2:12][CH2:11][N:10]([C:13]([O:15][CH2:16][C:17]3[CH:22]=[CH:21][CH:20]=[CH:19][CH:18]=3)=[O:14])[CH2:9]2)=[N:5]1. The yield is 0.770. (3) The reactants are [OH:1][C:2]1[CH:9]=[CH:8][C:5]([CH:6]=[O:7])=[C:4]([O:10][CH3:11])[CH:3]=1.C(=O)([O-])[O-].[K+].[K+].Br[CH2:19][C:20]1[CH:25]=[CH:24][C:23]([C:26]([F:29])([F:28])[F:27])=[CH:22][C:21]=1[C:30]([F:33])([F:32])[F:31].O. The catalyst is CN(C=O)C. The product is [F:31][C:30]([F:32])([F:33])[C:21]1[CH:22]=[C:23]([C:26]([F:29])([F:27])[F:28])[CH:24]=[CH:25][C:20]=1[CH2:19][O:1][C:2]1[CH:9]=[CH:8][C:5]([CH:6]=[O:7])=[C:4]([O:10][CH3:11])[CH:3]=1. The yield is 0.910. (4) The yield is 0.790. The catalyst is CS(C)=O.C1(C)C=CC=CC=1.O. The product is [CH3:29][O:28][C:26]([C:21]1([C:22]([O:24][CH3:25])=[O:23])[CH2:4][CH:20]1[C:19]1[CH:30]=[CH:31][CH:32]=[C:17]([O:16][CH2:9][C:10]2[CH:11]=[CH:12][CH:13]=[CH:14][CH:15]=2)[CH:18]=1)=[O:27]. The reactants are [H-].[Na+].[I-].[CH3:4][S+](C)(C)=O.[CH2:9]([O:16][C:17]1[CH:18]=[C:19]([CH:30]=[CH:31][CH:32]=1)[CH:20]=[C:21]([C:26]([O:28][CH3:29])=[O:27])[C:22]([O:24][CH3:25])=[O:23])[C:10]1[CH:15]=[CH:14][CH:13]=[CH:12][CH:11]=1.[Cl-].[NH4+]. (5) The reactants are CO[CH:3]=[C:4]([C:7]#[N:8])[C:5]#[N:6].Cl.[F:10][C:11]1[CH:16]=[CH:15][C:14]([NH:17][NH2:18])=[CH:13][CH:12]=1.C(N(CC)CC)C. The catalyst is C(O)C. The product is [NH2:8][C:7]1[N:17]([C:14]2[CH:15]=[CH:16][C:11]([F:10])=[CH:12][CH:13]=2)[N:18]=[CH:3][C:4]=1[C:5]#[N:6]. The yield is 0.600. (6) The reactants are [C:1]([C:3]1[CH:8]=[CH:7][CH:6]=[CH:5][C:4]=1[C:9]1[CH:14]=[CH:13][C:12]([CH2:15][N:16]2[C:20]3[C:21]([C:25]([O:27][CH3:28])=[O:26])=[CH:22][CH:23]=[CH:24][C:19]=3[N:18]=[C:17]2[O:29][CH2:30][CH3:31])=[CH:11][CH:10]=1)#[N:2].C[Sn]([N:36]=[N+:37]=[N-:38])(C)C. The catalyst is C1(C)C=CC=CC=1. The product is [CH2:30]([O:29][C:17]1[N:16]([CH2:15][C:12]2[CH:11]=[CH:10][C:9]([C:4]3[CH:5]=[CH:6][CH:7]=[CH:8][C:3]=3[C:1]3[NH:38][N:37]=[N:36][N:2]=3)=[CH:14][CH:13]=2)[C:20]2[C:21]([C:25]([O:27][CH3:28])=[O:26])=[CH:22][CH:23]=[CH:24][C:19]=2[N:18]=1)[CH3:31]. The yield is 0.560. (7) The yield is 0.850. The product is [CH3:1][C:2]1([CH3:23])[N:3]2[C:4]3[C:5]([C:18](=[O:20])[C:12]([C:13]([O:15][CH2:16][CH3:17])=[O:14])=[CH:11]2)=[CH:6][CH:7]=[CH:8][C:9]=3[CH2:10]1. The reactants are [CH3:1][C:2]1([CH3:23])[CH2:10][C:9]2[C:4](=[CH:5][CH:6]=[CH:7][CH:8]=2)[N:3]1[CH:11]=[C:12]([C:18]([O:20]CC)=O)[C:13]([O:15][CH2:16][CH3:17])=[O:14].CCOC(C)=O. The catalyst is CS(O)(=O)=O.O=P12OP3(OP(OP(O3)(O1)=O)(=O)O2)=O.